This data is from Full USPTO retrosynthesis dataset with 1.9M reactions from patents (1976-2016). The task is: Predict the reactants needed to synthesize the given product. (1) Given the product [CH2:1]([C:3]1[CH:8]=[C:7]([O:9][CH2:10][O:11][CH2:12][CH2:13][Si:14]([CH3:15])([CH3:16])[CH3:17])[CH:6]=[CH:5][C:4]=1[C:18]1[N+:23]([O-:43])=[CH:22][C:21]2[CH:24]=[N:25][N:26]([CH2:27][O:28][CH2:29][CH2:30][Si:31]([CH3:32])([CH3:34])[CH3:33])[C:20]=2[CH:19]=1)[CH3:2], predict the reactants needed to synthesize it. The reactants are: [CH2:1]([C:3]1[CH:8]=[C:7]([O:9][CH2:10][O:11][CH2:12][CH2:13][Si:14]([CH3:17])([CH3:16])[CH3:15])[CH:6]=[CH:5][C:4]=1[C:18]1[N:23]=[CH:22][C:21]2[CH:24]=[N:25][N:26]([CH2:27][O:28][CH2:29][CH2:30][Si:31]([CH3:34])([CH3:33])[CH3:32])[C:20]=2[CH:19]=1)[CH3:2].C1C=C(Cl)C=C(C(OO)=[O:43])C=1. (2) The reactants are: [C:1]1(=O)[CH2:6][CH2:5][CH2:4][CH2:3][CH2:2]1.[NH2:8][C:9]1[CH:14]=[CH:13][C:12]([CH3:15])=[CH:11][CH:10]=1.C[Si]([C:20]#[N:21])(C)C. Given the product [C:12]1([CH3:15])[CH:13]=[CH:14][C:9]([NH:8][C:1]2([C:20]#[N:21])[CH2:6][CH2:5][CH2:4][CH2:3][CH2:2]2)=[CH:10][CH:11]=1, predict the reactants needed to synthesize it. (3) Given the product [Cl:1][C:2]1[CH:7]=[CH:6][C:5]([C:8]([C:10]2[CH:15]=[CH:14][CH:13]=[CH:12][C:11]=2[C:16]2[C:17]([CH2:22][OH:23])=[N:18][O:19][C:20]=2[CH3:21])=[O:9])=[CH:4][CH:3]=1, predict the reactants needed to synthesize it. The reactants are: [Cl:1][C:2]1[CH:7]=[CH:6][C:5]([C:8]([C:10]2[CH:15]=[CH:14][CH:13]=[CH:12][C:11]=2[C:16]2[C:17]([CH2:22][O:23]CC3C=CC(OC)=CC=3)=[N:18][O:19][C:20]=2[CH3:21])=[O:9])=[CH:4][CH:3]=1.C(Cl)Cl.C(C1C(=O)C(Cl)=C(Cl)C(=O)C=1C#N)#N.C([O-])(O)=O.[Na+]. (4) Given the product [F:1][C:2]1[CH:3]=[C:4]2[C:8](=[CH:9][CH:10]=1)[NH:7][C:6](=[O:11])[C:5]2=[C:40]1[C:35]2[C:36](=[N:37][C:32]([CH2:31][CH2:30][CH2:29][N:26]3[CH2:27][CH2:28][CH:23]([OH:22])[CH2:24][CH2:25]3)=[CH:33][CH:34]=2)[CH2:38][O:39]1, predict the reactants needed to synthesize it. The reactants are: [F:1][C:2]1[CH:3]=[C:4]2[C:8](=[CH:9][CH:10]=1)[NH:7][C:6](=[O:11])[CH2:5]2.C[Si]([N-][Si](C)(C)C)(C)C.[Li+].[OH:22][CH:23]1[CH2:28][CH2:27][N:26]([CH2:29][CH2:30][CH2:31][C:32]2[N:37]=[C:36]3[CH2:38][O:39][C:40](=O)[C:35]3=[CH:34][CH:33]=2)[CH2:25][CH2:24]1.Cl. (5) Given the product [Cl:2][CH2:3][CH2:4][C:16]1([S:19]([NH2:6])(=[O:21])=[O:20])[CH:17]=[CH:18][C:13]([Cl:12])=[CH:14][CH2:15]1, predict the reactants needed to synthesize it. The reactants are: Cl.[Cl:2][CH2:3][CH2:4]N.[N:6]1C=CC=CC=1.[Cl:12][C:13]1[CH:18]=[CH:17][C:16]([S:19](Cl)(=[O:21])=[O:20])=[CH:15][CH:14]=1.Cl. (6) Given the product [Cl:30][C:19]1[CH:20]=[C:21]([C:22]2[CH:27]=[CH:26][CH:25]=[C:24]([CH3:28])[C:23]=2[CH3:29])[C:15]2[O:14][CH:13]([CH2:12][NH:32][CH3:31])[CH2:17][C:16]=2[CH:18]=1, predict the reactants needed to synthesize it. The reactants are: CC1C=CC(S(O[CH2:12][CH:13]2[CH2:17][C:16]3[CH:18]=[C:19]([Cl:30])[CH:20]=[C:21]([C:22]4[CH:27]=[CH:26][CH:25]=[C:24]([CH3:28])[C:23]=4[CH3:29])[C:15]=3[O:14]2)(=O)=O)=CC=1.[CH3:31][NH2:32]. (7) Given the product [CH2:1]([N:8]1[C:12]2[CH:13]=[CH:14][C:15]([CH2:56][C:57]([O:59][C:60]([CH3:63])([CH3:62])[CH3:61])=[O:58])=[CH:16][C:11]=2[CH2:10][S:9]1(=[O:19])=[O:18])[C:2]1[CH:7]=[CH:6][CH:5]=[CH:4][CH:3]=1, predict the reactants needed to synthesize it. The reactants are: [CH2:1]([N:8]1[C:12]2[CH:13]=[CH:14][C:15](Br)=[CH:16][C:11]=2[CH2:10][S:9]1(=[O:19])=[O:18])[C:2]1[CH:7]=[CH:6][CH:5]=[CH:4][CH:3]=1.CC(C1C=C(C(C)C)C(C2C=CC=CC=2P(C2CCCCC2)C2CCCCC2)=C(C(C)C)C=1)C.Br[Zn][CH2:56][C:57]([O:59][C:60]([CH3:63])([CH3:62])[CH3:61])=[O:58].